This data is from Reaction yield outcomes from USPTO patents with 853,638 reactions. The task is: Predict the reaction yield, written as a fraction of the theoretical maximum amount of product (1.0 means a 100% yield; for example, 0.34 means a 34% yield). (1) The reactants are C([O-])(=O)C.[K+].[B:15]1([B:15]2[O:19][C:18]([CH3:21])([CH3:20])[C:17]([CH3:23])([CH3:22])[O:16]2)[O:19][C:18]([CH3:21])([CH3:20])[C:17]([CH3:23])([CH3:22])[O:16]1.Br[C:25]1[CH:38]=[CH:37][C:28]([O:29][CH2:30][CH2:31][N:32]2[CH2:36][CH2:35][CH2:34][CH2:33]2)=[CH:27][CH:26]=1.O. The catalyst is CS(C)=O.C1(P(C2C=CC=CC=2)[C-]2C=CC=C2)C=CC=CC=1.[C-]1(P(C2C=CC=CC=2)C2C=CC=CC=2)C=CC=C1.[Fe+2]. The product is [CH3:21][C:18]1([CH3:20])[C:17]([CH3:22])([CH3:23])[O:16][B:15]([C:25]2[CH:38]=[CH:37][C:28]([O:29][CH2:30][CH2:31][N:32]3[CH2:36][CH2:35][CH2:34][CH2:33]3)=[CH:27][CH:26]=2)[O:19]1. The yield is 0.480. (2) The reactants are [CH:1]([C:3]1[CH:23]=[CH:22][C:6]([O:7][CH2:8][C:9]2[N:10]=[C:11](/[CH:15]=[CH:16]/[C:17]([O:19][CH2:20][CH3:21])=[O:18])[O:12][C:13]=2[CH3:14])=[C:5]([O:24][CH3:25])[CH:4]=1)=[O:2].C(O)C.[BH4-].[Na+].O. The catalyst is O1CCCC1. The product is [OH:2][CH2:1][C:3]1[CH:23]=[CH:22][C:6]([O:7][CH2:8][C:9]2[N:10]=[C:11](/[CH:15]=[CH:16]/[C:17]([O:19][CH2:20][CH3:21])=[O:18])[O:12][C:13]=2[CH3:14])=[C:5]([O:24][CH3:25])[CH:4]=1. The yield is 0.920. (3) The reactants are O(S(C(F)(F)F)(=O)=O)S(C(F)(F)F)(=O)=O.[CH2:16]([O:23][N:24]1[C:30](=[O:31])[N:29]2[CH2:32][C@H:25]1[CH2:26][CH2:27][C@H:28]2[C:33]([NH:35][NH:36][C:37](=O)[CH2:38][CH2:39][NH:40][C:41](=[O:47])[O:42][C:43]([CH3:46])([CH3:45])[CH3:44])=[O:34])[C:17]1[CH:22]=[CH:21][CH:20]=[CH:19][CH:18]=1.N1C=CC=CC=1.C([O-])(O)=O.[Na+]. The catalyst is C(Cl)Cl. The product is [CH2:16]([O:23][N:24]1[C:30](=[O:31])[N:29]2[CH2:32][C@H:25]1[CH2:26][CH2:27][C@H:28]2[C:33]1[O:34][C:37]([CH2:38][CH2:39][NH:40][C:41](=[O:47])[O:42][C:43]([CH3:46])([CH3:44])[CH3:45])=[N:36][N:35]=1)[C:17]1[CH:22]=[CH:21][CH:20]=[CH:19][CH:18]=1. The yield is 0.420. (4) The catalyst is CC#N. The reactants are [N:1]12[CH2:8][CH2:7][C:4]([C:9]([C:17]3[CH:22]=[CH:21][CH:20]=[CH:19][CH:18]=3)([C:11]3[CH:16]=[CH:15][CH:14]=[CH:13][CH:12]=3)[OH:10])([CH2:5][CH2:6]1)[CH2:3][CH2:2]2.[Br:23][CH2:24][CH3:25]. The product is [Br-:23].[CH2:24]([N+:1]12[CH2:6][CH2:5][C:4]([C:9]([OH:10])([C:17]3[CH:22]=[CH:21][CH:20]=[CH:19][CH:18]=3)[C:11]3[CH:12]=[CH:13][CH:14]=[CH:15][CH:16]=3)([CH2:3][CH2:2]1)[CH2:7][CH2:8]2)[CH3:25]. The yield is 0.549.